Task: Predict the product of the given reaction.. Dataset: Forward reaction prediction with 1.9M reactions from USPTO patents (1976-2016) (1) Given the reactants [CH2:1]([O:3][C:4]([C:6]1[NH:7][C:8]2[C:13]([CH:14]=1)=[CH:12][CH:11]=[C:10]([F:15])[C:9]=2[F:16])=[O:5])[CH3:2].[C:17]([O:21][C:22]([N:24]1[CH2:28][C@H:27]([CH3:29])OS1(=O)=O)=[O:23])([CH3:20])([CH3:19])[CH3:18], predict the reaction product. The product is: [CH2:1]([O:3][C:4]([C:6]1[N:7]([C@H:27]([CH3:29])[CH2:28][NH:24][C:22]([O:21][C:17]([CH3:20])([CH3:19])[CH3:18])=[O:23])[C:8]2[C:13]([CH:14]=1)=[CH:12][CH:11]=[C:10]([F:15])[C:9]=2[F:16])=[O:5])[CH3:2]. (2) Given the reactants [C:1]([C:5]1[CH:9]=[C:8]([NH2:10])[N:7]([C:11]2[CH:12]=[C:13]([CH2:17][C:18]([N:20]3[CH2:25][CH2:24][O:23][CH2:22][CH2:21]3)=O)[CH:14]=[CH:15][CH:16]=2)[N:6]=1)([CH3:4])([CH3:3])[CH3:2].B.CSC.Cl.[OH-].[Na+], predict the reaction product. The product is: [C:1]([C:5]1[CH:9]=[C:8]([NH2:10])[N:7]([C:11]2[CH:16]=[CH:15][CH:14]=[C:13]([CH2:17][CH2:18][N:20]3[CH2:21][CH2:22][O:23][CH2:24][CH2:25]3)[CH:12]=2)[N:6]=1)([CH3:4])([CH3:2])[CH3:3]. (3) Given the reactants [H-].[Al+3].[Li+].[H-].[H-].[H-].C[O:8][C:9](=O)[CH:10]([CH3:20])[CH2:11][CH2:12][CH2:13][C:14](OC)([O:16]C)[CH3:15].CO, predict the reaction product. The product is: [OH:8][CH2:9][CH:10]([CH3:20])[CH2:11][CH2:12][CH2:13][C:14](=[O:16])[CH3:15]. (4) The product is: [CH3:23][O:24][C:25](=[O:36])[C:26]1[CH:27]=[CH:28][C:29]([S:32]([N:15]2[C:16]3[C:21](=[CH:20][CH:19]=[CH:18][CH:17]=3)[C:13]([CH:10]3[CH2:11][CH2:12][C:8]([F:7])([F:22])[CH2:9]3)=[CH:14]2)(=[O:33])=[O:34])=[CH:30][CH:31]=1. Given the reactants CC(C)([O-])C.[K+].[F:7][C:8]1([F:22])[CH2:12][CH2:11][CH:10]([C:13]2[C:21]3[C:16](=[CH:17][CH:18]=[CH:19][CH:20]=3)[NH:15][CH:14]=2)[CH2:9]1.[CH3:23][O:24][C:25](=[O:36])[C:26]1[CH:31]=[CH:30][C:29]([S:32](Cl)(=[O:34])=[O:33])=[CH:28][CH:27]=1, predict the reaction product.